The task is: Predict the product of the given reaction.. This data is from Forward reaction prediction with 1.9M reactions from USPTO patents (1976-2016). (1) Given the reactants [CH3:1][O:2][C:3](=[O:30])[C:4](=[C:16]1[CH2:21][CH2:20][CH:19]([NH:22][C:23]([O:25][C:26]([CH3:29])([CH3:28])[CH3:27])=[O:24])[CH2:18][CH2:17]1)[NH:5]C(OCC1C=CC=CC=1)=O, predict the reaction product. The product is: [NH2:5][CH:4]([CH:16]1[CH2:21][CH2:20][CH:19]([NH:22][C:23]([O:25][C:26]([CH3:29])([CH3:28])[CH3:27])=[O:24])[CH2:18][CH2:17]1)[C:3]([O:2][CH3:1])=[O:30]. (2) Given the reactants C[Al](C)C.[F:5][C:6]([F:13])([C:9]([F:12])([F:11])[F:10])[CH2:7][NH2:8].C[O:15][C:16](=O)[C:17]1[CH:22]=[CH:21][C:20]([O:23][CH2:24][C:25]2[C:26]([C:32]3[CH:37]=[CH:36][C:35]([F:38])=[CH:34][CH:33]=3)=[N:27][O:28][C:29]=2[CH2:30][OH:31])=[N:19][CH:18]=1, predict the reaction product. The product is: [F:38][C:35]1[CH:36]=[CH:37][C:32]([C:26]2[C:25]([CH2:24][O:23][C:20]3[CH:21]=[CH:22][C:17]([C:16]([NH:8][CH2:7][C:6]([F:13])([F:5])[C:9]([F:12])([F:11])[F:10])=[O:15])=[CH:18][N:19]=3)=[C:29]([CH2:30][OH:31])[O:28][N:27]=2)=[CH:33][CH:34]=1. (3) Given the reactants [C:1]([O:5][C:6]([N:8]1[C:17]2[C:12](=[CH:13][CH:14]=[C:15]([CH2:18][CH2:19][O:20][C:21]3[CH:22]=[C:23]4[C:27](=[CH:28][CH:29]=3)[N:26]([C:30]([C:37]3[CH:42]=[CH:41][CH:40]=[CH:39][CH:38]=3)=[CH:31][C:32]([O:34][CH2:35][CH3:36])=[O:33])[CH:25]=[CH:24]4)[N:16]=2)[CH2:11][CH2:10][CH2:9]1)=[O:7])([CH3:4])([CH3:3])[CH3:2].[H][H], predict the reaction product. The product is: [C:1]([O:5][C:6]([N:8]1[C:17]2[C:12](=[CH:13][CH:14]=[C:15]([CH2:18][CH2:19][O:20][C:21]3[CH:22]=[C:23]4[C:27](=[CH:28][CH:29]=3)[N:26]([CH:30]([C:37]3[CH:42]=[CH:41][CH:40]=[CH:39][CH:38]=3)[CH2:31][C:32]([O:34][CH2:35][CH3:36])=[O:33])[CH:25]=[CH:24]4)[N:16]=2)[CH2:11][CH2:10][CH2:9]1)=[O:7])([CH3:2])([CH3:3])[CH3:4]. (4) Given the reactants [Li+].[F:2][C:3]([F:23])([F:22])[C:4]1[CH:5]=[CH:6][C:7]([N:10]2[CH2:15][CH2:14][N:13]([CH2:16][CH2:17][CH2:18][C:19]([O-:21])=O)[CH2:12][CH2:11]2)=[N:8][CH:9]=1.F[P-](F)(F)(F)(F)F.CN(C)C(ON1C2C=CC=CC=2N=N1)=[N+](C)C.Cl.[N+:49]([C:52]1[CH:57]=[CH:56][C:55]([NH:58][CH:59]2[CH2:64][CH2:63][NH:62][CH2:61][CH2:60]2)=[CH:54][C:53]=1[C:65]([F:68])([F:67])[F:66])([O-:51])=[O:50].C(N(C(C)C)CC)(C)C.[O-2].[Al+3].[O-2].[O-2].[Al+3], predict the reaction product. The product is: [N+:49]([C:52]1[CH:57]=[CH:56][C:55]([NH:58][CH:59]2[CH2:60][CH2:61][N:62]([C:19](=[O:21])[CH2:18][CH2:17][CH2:16][N:13]3[CH2:12][CH2:11][N:10]([C:7]4[CH:6]=[CH:5][C:4]([C:3]([F:2])([F:23])[F:22])=[CH:9][N:8]=4)[CH2:15][CH2:14]3)[CH2:63][CH2:64]2)=[CH:54][C:53]=1[C:65]([F:68])([F:66])[F:67])([O-:51])=[O:50]. (5) Given the reactants Br[C:2]1[CH:11]=[C:10]2[C:5]([C:6]([N:13]3[CH2:18][CH2:17][O:16][CH2:15][CH2:14]3)=[N:7][C:8]([Cl:12])=[N:9]2)=[CH:4][CH:3]=1.[CH3:19][S:20]([C:23]1[CH:24]=[C:25](B(O)O)[CH:26]=[CH:27][CH:28]=1)(=[O:22])=[O:21].C(=O)([O-])[O-].[Na+].[Na+].CN(C=O)C, predict the reaction product. The product is: [Cl:12][C:8]1[N:7]=[C:6]([N:13]2[CH2:18][CH2:17][O:16][CH2:15][CH2:14]2)[C:5]2[C:10](=[CH:11][C:2]([C:27]3[CH:26]=[CH:25][CH:24]=[C:23]([S:20]([CH3:19])(=[O:22])=[O:21])[CH:28]=3)=[CH:3][CH:4]=2)[N:9]=1. (6) Given the reactants [N:1]1([S:7]([C:10]2[CH:11]=[C:12]([CH:16]=[CH:17][CH:18]=2)[C:13]([OH:15])=O)(=[O:9])=[O:8])[CH2:6][CH2:5][CH2:4][CH2:3][CH2:2]1.[C@@H:19]1([NH2:29])[C:28]2[C:23](=[CH:24][CH:25]=[CH:26][CH:27]=2)[CH2:22][CH2:21][CH2:20]1, predict the reaction product. The product is: [N:1]1([S:7]([C:10]2[CH:11]=[C:12]([CH:16]=[CH:17][CH:18]=2)[C:13]([NH:29][C@@H:19]2[C:28]3[C:23](=[CH:24][CH:25]=[CH:26][CH:27]=3)[CH2:22][CH2:21][CH2:20]2)=[O:15])(=[O:8])=[O:9])[CH2:2][CH2:3][CH2:4][CH2:5][CH2:6]1. (7) Given the reactants [N+:1]([C:4]1[CH:12]=[C:11]2[C:7]([CH:8]=[CH:9][NH:10]2)=[CH:6][CH:5]=1)([O-:3])=[O:2].[F:13][C:14]([F:25])([F:24])[C:15](O[C:15](=[O:16])[C:14]([F:25])([F:24])[F:13])=[O:16], predict the reaction product. The product is: [F:13][C:14]([F:25])([F:24])[C:15]([C:8]1[C:7]2[C:11](=[CH:12][C:4]([N+:1]([O-:3])=[O:2])=[CH:5][CH:6]=2)[NH:10][CH:9]=1)=[O:16]. (8) Given the reactants [CH2:1]([O:3][C:4]([N:6]1[CH2:11][CH2:10][CH:9]([C:12]2[C:20]3[C:15](=[CH:16][C:17]([F:21])=[CH:18][CH:19]=3)[NH:14][CH:13]=2)[CH2:8][CH2:7]1)=[O:5])[CH3:2].[Cl:22][C:23]1[S:24][C:25]([CH2:28]Cl)=[CH:26][CH:27]=1, predict the reaction product. The product is: [CH2:1]([O:3][C:4]([N:6]1[CH2:11][CH2:10][CH:9]([C:12]2[C:20]3[C:15](=[CH:16][C:17]([F:21])=[CH:18][CH:19]=3)[N:14]([CH2:28][C:25]3[S:24][C:23]([Cl:22])=[CH:27][CH:26]=3)[CH:13]=2)[CH2:8][CH2:7]1)=[O:5])[CH3:2]. (9) Given the reactants [NH:1]1[CH:5]=[CH:4][C:3]([C:6]2[C:14]3[C:13]([NH:15][C@H:16]([C:18]4[N:23]([C:24]5[CH:29]=[CH:28][CH:27]=[CH:26][CH:25]=5)[C:22](=[O:30])[C:21]5=[C:31]([CH3:34])[CH:32]=[CH:33][N:20]5[N:19]=4)[CH3:17])=[N:12][CH:11]=[N:10][C:9]=3[N:8]([CH2:35][O:36][CH2:37][CH2:38][Si:39]([CH3:42])([CH3:41])[CH3:40])[CH:7]=2)=[N:2]1.[CH3:43][O:44][C:45]1[CH:46]=[C:47]([CH:49]=[C:50](B2OC(C)(C)C(C)(C)O2)[CH:51]=1)[NH2:48].N1C=CC=CC=1.C(=O)([O-])[O-].[K+].[K+], predict the reaction product. The product is: [NH2:48][C:47]1[CH:49]=[C:50]([N:1]2[CH:5]=[CH:4][C:3]([C:6]3[C:14]4[C:13]([NH:15][C@H:16]([C:18]5[N:23]([C:24]6[CH:25]=[CH:26][CH:27]=[CH:28][CH:29]=6)[C:22](=[O:30])[C:21]6=[C:31]([CH3:34])[CH:32]=[CH:33][N:20]6[N:19]=5)[CH3:17])=[N:12][CH:11]=[N:10][C:9]=4[N:8]([CH2:35][O:36][CH2:37][CH2:38][Si:39]([CH3:40])([CH3:42])[CH3:41])[CH:7]=3)=[N:2]2)[CH:51]=[C:45]([O:44][CH3:43])[CH:46]=1. (10) The product is: [C:1]([C:3]1[CH:4]=[C:5]([S:18]([NH:21][C:22]2[S:26][N:25]=[CH:24][N:23]=2)(=[O:19])=[O:20])[CH:6]=[CH:7][C:8]=1[S:9][C:10]1[CH:15]=[CH:14][CH:13]=[C:12]([O:16][CH3:17])[CH:11]=1)#[N:2]. Given the reactants [C:1]([C:3]1[CH:4]=[C:5]([S:18]([N:21](CC2C=CC(OC)=CC=2OC)[C:22]2[S:26][N:25]=[CH:24][N:23]=2)(=[O:20])=[O:19])[CH:6]=[CH:7][C:8]=1[S:9][C:10]1[CH:15]=[CH:14][CH:13]=[C:12]([O:16][CH3:17])[CH:11]=1)#[N:2].Cl, predict the reaction product.